From a dataset of Forward reaction prediction with 1.9M reactions from USPTO patents (1976-2016). Predict the product of the given reaction. Given the reactants [C:1]([O:5][C:6](=[O:34])[NH:7][C:8]([C:10]1[S:11][C:12]([S:32][CH3:33])=[C:13]([S:15]([C:18]2[CH:19]=[C:20]([C:24]3[CH:29]=[CH:28][C:27]([NH2:30])=[CH:26][C:25]=3[CH3:31])[CH:21]=[CH:22][CH:23]=2)(=[O:17])=[O:16])[CH:14]=1)=[NH:9])([CH3:4])([CH3:3])[CH3:2].CCN(C(C)C)C(C)C.[F:44][C:45]([F:58])([F:57])[S:46](O[S:46]([C:45]([F:58])([F:57])[F:44])(=[O:48])=[O:47])(=[O:48])=[O:47].C([O-])(O)=O.[Na+], predict the reaction product. The product is: [C:1]([O:5][C:6](=[O:34])[NH:7][C:8](=[NH:9])[C:10]1[S:11][C:12]([S:32][CH3:33])=[C:13]([S:15]([C:18]2[CH:19]=[C:20]([C:24]3[CH:29]=[CH:28][C:27]([NH:30][S:46]([C:45]([F:58])([F:57])[F:44])(=[O:48])=[O:47])=[CH:26][C:25]=3[CH3:31])[CH:21]=[CH:22][CH:23]=2)(=[O:17])=[O:16])[CH:14]=1)([CH3:4])([CH3:3])[CH3:2].